Predict the product of the given reaction. From a dataset of Forward reaction prediction with 1.9M reactions from USPTO patents (1976-2016). (1) Given the reactants [OH:1][CH:2]([C:21]1[CH:25]=[CH:24][N:23]([CH:26]2[CH2:31][CH2:30][CH2:29][CH2:28][O:27]2)[N:22]=1)[C:3]1[CH:20]=[CH:19][C:6]2[N:7]([CH2:11][O:12][CH2:13][CH2:14][Si:15]([CH3:18])([CH3:17])[CH3:16])[C:8](=[O:10])[S:9][C:5]=2[CH:4]=1, predict the reaction product. The product is: [O:27]1[CH2:28][CH2:29][CH2:30][CH2:31][CH:26]1[N:23]1[CH:24]=[CH:25][C:21]([C:2]([C:3]2[CH:20]=[CH:19][C:6]3[N:7]([CH2:11][O:12][CH2:13][CH2:14][Si:15]([CH3:16])([CH3:17])[CH3:18])[C:8](=[O:10])[S:9][C:5]=3[CH:4]=2)=[O:1])=[N:22]1. (2) Given the reactants [OH:1][C:2]1[CH:3]=[C:4]2[C:8](=[CH:9][CH:10]=1)[C:7](=[O:11])[N:6]([C:12]1[CH:13]=[C:14]([CH:19]=[CH:20][CH:21]=1)[C:15]([O:17][CH3:18])=[O:16])[CH2:5]2.[Cl:22][C:23]1[CH:28]=[CH:27][CH:26]=[C:25]([Cl:29])[C:24]=1[C:30]1[C:34]([CH2:35]O)=[C:33]([CH:37]([CH3:39])[CH3:38])[O:32][N:31]=1.C1(P(C2C=CC=CC=2)C2C=CC=CC=2)C=CC=CC=1.N(C(OC(C)C)=O)=NC(OC(C)C)=O, predict the reaction product. The product is: [Cl:29][C:25]1[CH:26]=[CH:27][CH:28]=[C:23]([Cl:22])[C:24]=1[C:30]1[C:34]([CH2:35][O:1][C:2]2[CH:3]=[C:4]3[C:8](=[CH:9][CH:10]=2)[C:7](=[O:11])[N:6]([C:12]2[CH:13]=[C:14]([CH:19]=[CH:20][CH:21]=2)[C:15]([O:17][CH3:18])=[O:16])[CH2:5]3)=[C:33]([CH:37]([CH3:39])[CH3:38])[O:32][N:31]=1. (3) Given the reactants [CH:1]1([C@@H:7]([NH:9][C:10]([C:12]2[C:21]3[C:16](=[CH:17][CH:18]=[CH:19][CH:20]=3)[N:15]=[C:14]([C:22]3[CH:27]=[CH:26][CH:25]=[CH:24][CH:23]=3)[C:13]=2[CH2:28][N:29]2[CH2:34][CH2:33][NH:32][CH2:31][CH2:30]2)=[O:11])[CH3:8])[CH2:6][CH2:5][CH2:4][CH2:3][CH2:2]1.CN(C(ON1N=N[C:45]2C=CC=[CH:49][C:44]1=2)=[N+](C)C)C.F[P-](F)(F)(F)(F)F.C(N(CC)CC)C.[CH2:66]([N:68]([CH2:74][CH3:75])[CH2:69][CH2:70][C:71]([OH:73])=[O:72])[CH3:67], predict the reaction product. The product is: [CH:44]([O:72][CH:27]([CH3:26])[CH3:22])([CH3:49])[CH3:45].[CH:1]1([C@@H:7]([NH:9][C:10]([C:12]2[C:21]3[C:16](=[CH:17][CH:18]=[CH:19][CH:20]=3)[N:15]=[C:14]([C:22]3[CH:23]=[CH:24][CH:25]=[CH:26][CH:27]=3)[C:13]=2[CH2:28][N:29]2[CH2:34][CH2:33][N:32]([C:71](=[O:73])[CH2:70][CH2:69][N:68]([CH2:66][CH3:67])[CH2:74][CH3:75])[CH2:31][CH2:30]2)=[O:11])[CH3:8])[CH2:6][CH2:5][CH2:4][CH2:3][CH2:2]1. (4) Given the reactants [O:1]1[CH2:6][CH2:5][CH:4]([CH2:7][CH2:8][OH:9])[CH2:3][CH2:2]1.C(N(CC)CC)C.[CH3:17][S:18](Cl)(=[O:20])=[O:19], predict the reaction product. The product is: [CH3:17][S:18]([O:9][CH2:8][CH2:7][CH:4]1[CH2:5][CH2:6][O:1][CH2:2][CH2:3]1)(=[O:20])=[O:19]. (5) Given the reactants [C:1]([O:5][C:6](=[O:18])[CH2:7][N:8]1[C:16]2[C:11](=[CH:12][CH:13]=[C:14]([OH:17])[CH:15]=2)[CH:10]=[CH:9]1)([CH3:4])([CH3:3])[CH3:2].Cl[CH2:20][C:21]1[CH:22]=[CH:23][C:24]([C:27]2[CH:32]=[CH:31][C:30]([O:33][C:34]([F:37])([F:36])[F:35])=[CH:29][CH:28]=2)=[N:25][CH:26]=1.C(=O)([O-])[O-].[Cs+].[Cs+].[I-].[K+], predict the reaction product. The product is: [C:1]([O:5][C:6](=[O:18])[CH2:7][N:8]1[C:16]2[C:11](=[CH:12][CH:13]=[C:14]([O:17][CH2:20][C:21]3[CH:26]=[N:25][C:24]([C:27]4[CH:32]=[CH:31][C:30]([O:33][C:34]([F:37])([F:35])[F:36])=[CH:29][CH:28]=4)=[CH:23][CH:22]=3)[CH:15]=2)[CH:10]=[CH:9]1)([CH3:4])([CH3:2])[CH3:3]. (6) Given the reactants [Cl:1][C:2]1[C:3]([S:14][C:15]2[S:16][C:17]3[CH:23]=[CH:22][C:21]([CH3:24])=[CH:20][C:18]=3[N:19]=2)=[C:4]([C:11](=[O:13])[CH3:12])[CH:5]=[C:6]([N+:8]([O-])=O)[CH:7]=1.[Cl-].[NH4+], predict the reaction product. The product is: [NH2:8][C:6]1[CH:7]=[C:2]([Cl:1])[C:3]([S:14][C:15]2[S:16][C:17]3[CH:23]=[CH:22][C:21]([CH3:24])=[CH:20][C:18]=3[N:19]=2)=[C:4]([C:11](=[O:13])[CH3:12])[CH:5]=1. (7) Given the reactants [NH:1]1[CH2:6][CH2:5][S:4](=[O:8])(=[O:7])[CH2:3][CH2:2]1.[F:9][C:10]([F:15])([F:14])[C@@H:11]1[CH2:13][O:12]1, predict the reaction product. The product is: [O:7]=[S:4]1(=[O:8])[CH2:5][CH2:6][N:1]([CH2:13][C@H:11]([OH:12])[C:10]([F:15])([F:14])[F:9])[CH2:2][CH2:3]1.